This data is from NCI-60 drug combinations with 297,098 pairs across 59 cell lines. The task is: Regression. Given two drug SMILES strings and cell line genomic features, predict the synergy score measuring deviation from expected non-interaction effect. (1) Drug 1: C1CC(CNC1)C2=CC=C(C=C2)N3C=C4C=CC=C(C4=N3)C(=O)N. Drug 2: CCC1(C2=C(COC1=O)C(=O)N3CC4=CC5=C(C=CC(=C5CN(C)C)O)N=C4C3=C2)O. Cell line: SW-620. Synergy scores: CSS=71.2, Synergy_ZIP=-0.382, Synergy_Bliss=-0.951, Synergy_Loewe=3.64, Synergy_HSA=7.59. (2) Drug 1: CCC1=C2CN3C(=CC4=C(C3=O)COC(=O)C4(CC)O)C2=NC5=C1C=C(C=C5)O. Drug 2: CC1=C(C(=CC=C1)Cl)NC(=O)C2=CN=C(S2)NC3=CC(=NC(=N3)C)N4CCN(CC4)CCO. Cell line: U251. Synergy scores: CSS=28.9, Synergy_ZIP=1.14, Synergy_Bliss=2.39, Synergy_Loewe=-34.9, Synergy_HSA=0.174. (3) Drug 1: C1CC(C1)(C(=O)O)C(=O)O.[NH2-].[NH2-].[Pt+2]. Drug 2: C1=NC(=NC(=O)N1C2C(C(C(O2)CO)O)O)N. Cell line: UACC-257. Synergy scores: CSS=4.80, Synergy_ZIP=-1.60, Synergy_Bliss=2.20, Synergy_Loewe=-2.01, Synergy_HSA=0.650. (4) Drug 1: CCCCCOC(=O)NC1=NC(=O)N(C=C1F)C2C(C(C(O2)C)O)O. Drug 2: CCN(CC)CCNC(=O)C1=C(NC(=C1C)C=C2C3=C(C=CC(=C3)F)NC2=O)C. Cell line: SK-MEL-28. Synergy scores: CSS=-18.5, Synergy_ZIP=-2.03, Synergy_Bliss=-14.8, Synergy_Loewe=-10.5, Synergy_HSA=-12.6. (5) Cell line: M14. Drug 1: CC(CN1CC(=O)NC(=O)C1)N2CC(=O)NC(=O)C2. Synergy scores: CSS=2.68, Synergy_ZIP=-2.41, Synergy_Bliss=-1.82, Synergy_Loewe=-3.07, Synergy_HSA=-3.43. Drug 2: CC(C)(C#N)C1=CC(=CC(=C1)CN2C=NC=N2)C(C)(C)C#N. (6) Drug 1: CC(CN1CC(=O)NC(=O)C1)N2CC(=O)NC(=O)C2. Drug 2: C1=CC(=CC=C1CCCC(=O)O)N(CCCl)CCCl. Cell line: SW-620. Synergy scores: CSS=42.3, Synergy_ZIP=-6.95, Synergy_Bliss=-3.04, Synergy_Loewe=-2.71, Synergy_HSA=1.59.